From a dataset of Retrosynthesis with 50K atom-mapped reactions and 10 reaction types from USPTO. Predict the reactants needed to synthesize the given product. (1) Given the product COC(=O)COc1ccc(OC/C=C(\C#Cc2ccccn2)c2ccc(Br)cc2)cc1C, predict the reactants needed to synthesize it. The reactants are: C#Cc1ccccn1.COC(=O)COc1ccc(OC/C=C(\I)c2ccc(Br)cc2)cc1C. (2) The reactants are: CCN1C(=O)C(C)(C)C(=O)N(C)c2cc(OCCCI)ccc21.NCCc1cccnc1. Given the product CCN1C(=O)C(C)(C)C(=O)N(C)c2cc(OCCCNCCc3cccnc3)ccc21, predict the reactants needed to synthesize it. (3) Given the product FC(F)(F)c1ccc(-n2cc(I)cn2)nc1, predict the reactants needed to synthesize it. The reactants are: FC(F)(F)c1ccc(Cl)nc1.Ic1cn[nH]c1. (4) Given the product CC(C)(C)OC(=O)N(CCC(=O)NNC(=O)N1Cc2ccccc2Oc2ccc(Cl)cc21)Cc1ccco1, predict the reactants needed to synthesize it. The reactants are: CC(C)(C)OC(=O)N(CCC(=O)O)Cc1ccco1.NNC(=O)N1Cc2ccccc2Oc2ccc(Cl)cc21. (5) Given the product CC(C)CN1C(=O)C(O)(CC(=O)c2ccccn2)c2cc(Cl)ccc21, predict the reactants needed to synthesize it. The reactants are: CC(=O)c1ccccn1.CC(C)CN1C(=O)C(=O)c2cc(Cl)ccc21. (6) Given the product CCCCCC(O)CCCC(CCCCCCC(=O)O)(C(C)=O)c1ccccc1, predict the reactants needed to synthesize it. The reactants are: CCCCCC(CCCC(CCCCCCC(=O)O)(C(C)=O)c1ccccc1)OCc1ccccc1. (7) Given the product Cc1nc(N2CCN(CC3CCCCO3)C2=O)sc1C(=O)O, predict the reactants needed to synthesize it. The reactants are: CCOC(=O)c1sc(N2CCN(CC3CCCCO3)C2=O)nc1C.